Predict the product of the given reaction. From a dataset of Forward reaction prediction with 1.9M reactions from USPTO patents (1976-2016). (1) Given the reactants [NH2:1][C:2]1[CH:7]=[C:6](Cl)[CH:5]=[CH:4][N:3]=1.C(N(CC)CC)C.Cl.[CH2:17]([O:19][C:20]([NH:22][C:23]1([CH2:29][N:30]2[CH2:35][CH2:34][N:33]([S:36]([C:39]3[CH:44]=[CH:43][C:42]([CH:45]=[CH2:46])=[CH:41][CH:40]=3)(=[O:38])=[O:37])[CH2:32][C:31]2=[O:47])[CH2:28][CH2:27][NH:26][CH2:25][CH2:24]1)=[O:21])[CH3:18], predict the reaction product. The product is: [NH2:1][C:2]1[CH:7]=[C:6]([N:26]2[CH2:27][CH2:28][C:23]([CH2:29][N:30]3[CH2:35][CH2:34][N:33]([S:36]([C:39]4[CH:40]=[CH:41][C:42]([CH:45]=[CH2:46])=[CH:43][CH:44]=4)(=[O:38])=[O:37])[CH2:32][C:31]3=[O:47])([NH:22][C:20]([O:19][CH2:17][CH3:18])=[O:21])[CH2:24][CH2:25]2)[CH:5]=[CH:4][N:3]=1. (2) Given the reactants Br[C:2]1[CH:7]=[C:6]([C:8]2[N:12]3[CH:13]=[CH:14][CH:15]=[CH:16][C:11]3=[N:10][C:9]=2[C:17]2[CH:22]=[CH:21][CH:20]=[C:19]([CH3:23])[N:18]=2)[CH:5]=[CH:4][N:3]=1.CC1(C)C(C)(C)OB([C:32]2[CH:37]=[CH:36][C:35]([OH:38])=[CH:34][CH:33]=2)O1, predict the reaction product. The product is: [OH:38][C:35]1[CH:36]=[CH:37][C:32]([C:2]2[CH:7]=[C:6]([C:8]3[N:12]4[CH:13]=[CH:14][CH:15]=[CH:16][C:11]4=[N:10][C:9]=3[C:17]3[CH:22]=[CH:21][CH:20]=[C:19]([CH3:23])[N:18]=3)[CH:5]=[CH:4][N:3]=2)=[CH:33][CH:34]=1. (3) Given the reactants [CH2:1]([N:3]([C:11]1[C:16]2[CH:17]=[CH:18][O:19][C:15]=2[CH:14]=[CH:13][N:12]=1)[C:4](=[O:10])[O:5][C:6]([CH3:9])([CH3:8])[CH3:7])[CH3:2].C([Li])CCC.[B:25](OC(C)C)([O:30]C(C)C)[O:26]C(C)C.O, predict the reaction product. The product is: [C:6]([O:5][C:4]([N:3]([CH2:1][CH3:2])[C:11]1[C:16]2[CH:17]=[C:18]([B:25]([OH:30])[OH:26])[O:19][C:15]=2[CH:14]=[CH:13][N:12]=1)=[O:10])([CH3:9])([CH3:7])[CH3:8]. (4) Given the reactants [Cl:1][C:2]1[CH:3]=[CH:4][C:5]([OH:11])=[C:6]([CH:10]=1)[C:7]([NH2:9])=[O:8].C([O-])([O-])=O.[K+].[K+].[CH2:18](Br)[C:19]1[CH:24]=[CH:23][CH:22]=[CH:21][CH:20]=1, predict the reaction product. The product is: [CH2:18]([O:11][C:5]1[CH:4]=[CH:3][C:2]([Cl:1])=[CH:10][C:6]=1[C:7]([NH2:9])=[O:8])[C:19]1[CH:24]=[CH:23][CH:22]=[CH:21][CH:20]=1. (5) Given the reactants [CH2:1]([O:3][CH2:4][C:5]1[N:6]([CH2:18][C:19]2[CH:23]=[C:22]([C:24]3[CH:29]=[CH:28][CH:27]=[CH:26][CH:25]=3)[O:21][N:20]=2)[C:7]2[C:16]3[CH:15]=[CH:14][CH:13]=[CH:12][C:11]=3[N:10]=[CH:9][C:8]=2[N:17]=1)[CH3:2].C1C=C(Cl)C=C(C(OO)=O)C=1.C1(C)C=CC(S(Cl)(=O)=O)=CC=1.[OH-].[NH4+:53], predict the reaction product. The product is: [CH2:1]([O:3][CH2:4][C:5]1[N:6]([CH2:18][C:19]2[CH:23]=[C:22]([C:24]3[CH:29]=[CH:28][CH:27]=[CH:26][CH:25]=3)[O:21][N:20]=2)[C:7]2[C:16]3[CH:15]=[CH:14][CH:13]=[CH:12][C:11]=3[N:10]=[C:9]([NH2:53])[C:8]=2[N:17]=1)[CH3:2]. (6) Given the reactants [H-].[Na+].[C:3]([O:7][C:8](=[O:16])[CH2:9]P(OC)(OC)=O)([CH3:6])([CH3:5])[CH3:4].C(OC(=O)N[C@@H]1[CH2:29][CH2:28][C@H:27]([NH:30][CH2:31][CH2:32][C:33](=O)[C:34]2[CH:39]=[CH:38][CH:37]=[C:36]([C:40]([F:43])([F:42])[F:41])[CH:35]=2)[C@H:26]([CH2:45][S:46]([C:49]2[CH:54]=[CH:53][CH:52]=[CH:51][CH:50]=2)(=[O:48])=[O:47])[CH2:25]1)(C)(C)C.[Cl-].[NH4+:57], predict the reaction product. The product is: [C:3]([O:7][C:8](=[O:16])[CH:9]=[C:33]([C:34]1[CH:39]=[CH:38][CH:37]=[C:36]([C:40]([F:41])([F:43])[F:42])[CH:35]=1)[CH2:32][CH2:31][N:30]([NH2:57])[C@H:27]1[CH2:28][CH2:29][C@@H:9]([C:8]([O:7][C:3]([CH3:4])([CH3:5])[CH3:6])=[O:16])[CH2:25][C@H:26]1[CH2:45][S:46]([C:49]1[CH:50]=[CH:51][CH:52]=[CH:53][CH:54]=1)(=[O:47])=[O:48])([CH3:6])([CH3:5])[CH3:4].